This data is from HIV replication inhibition screening data with 41,000+ compounds from the AIDS Antiviral Screen. The task is: Binary Classification. Given a drug SMILES string, predict its activity (active/inactive) in a high-throughput screening assay against a specified biological target. (1) The drug is O=S1(=O)OCCOS(=O)(=O)C1Cl. The result is 0 (inactive). (2) The molecule is CCOC(=O)C(=Cc1ccc(OC)cc1)C(C)=O. The result is 0 (inactive). (3) The molecule is COc1ccc(C(C(N)=O)N2CCOCC2)cc1. The result is 0 (inactive). (4) The drug is O=C(c1ccccc1)N1CCCCC(Cl)C1=O. The result is 0 (inactive). (5) The molecule is C#CCNC(=O)N(CC#C)N=O. The result is 0 (inactive). (6) The drug is Cc1ccsc1C=NNc1nncc2ccccc12. The result is 0 (inactive). (7) The molecule is COC1OCC(SC(=O)c2ccccc2)C(O)C1O. The result is 0 (inactive). (8) The molecule is C[N+](C)(C)CC(=O)NN=C(CC(=O)CC(C1=C(O)c2ccccc2OC1)c1ccccc1)C(=O)Nc1cccc(Cl)c1.[Cl-]. The result is 0 (inactive). (9) The drug is CC1(c2ccccc2)Oc2ccccc2-n2cccc2C1=O. The result is 1 (active). (10) The molecule is CCCCCCCCCCCCCCCCCC(=O)OCC(COC(=O)CCCN)OC(=O)CCCN.O=C(O)C(F)(F)F. The result is 0 (inactive).